This data is from Forward reaction prediction with 1.9M reactions from USPTO patents (1976-2016). The task is: Predict the product of the given reaction. (1) Given the reactants [Br:1][C:2]1[C:19]([O:20][CH3:21])=[CH:18][C:5]2[CH2:6][CH2:7][C:8]3[C:12]([C:4]=2[CH:3]=1)=[N:11][NH:10][C:9]=3[C:13]([O:15][CH2:16][CH3:17])=[O:14].CC(C)([O-])C.[Li+].[C:28]([NH:35][CH2:36][CH2:37][CH2:38]Br)([O:30][C:31]([CH3:34])([CH3:33])[CH3:32])=[O:29], predict the reaction product. The product is: [Br:1][C:2]1[C:19]([O:20][CH3:21])=[CH:18][C:5]2[CH2:6][CH2:7][C:8]3[C:12]([C:4]=2[CH:3]=1)=[N:11][N:10]([CH2:38][CH2:37][CH2:36][NH:35][C:28]([O:30][C:31]([CH3:32])([CH3:34])[CH3:33])=[O:29])[C:9]=3[C:13]([O:15][CH2:16][CH3:17])=[O:14]. (2) Given the reactants C1C[O:4][CH2:3]C1.C(N1C=CN=C1)(N1C=CN=C1)=O.[Cl:18][C:19]1[C:28]([NH2:29])=[C:27]([NH:30][CH2:31][CH:32]2[CH2:37][CH2:36][O:35][CH2:34][CH2:33]2)[C:26]2[C:21](=[CH:22][CH:23]=[CH:24][CH:25]=2)[N:20]=1.O, predict the reaction product. The product is: [Cl:18][C:19]1[C:28]2[N:29]=[C:3]([OH:4])[N:30]([CH2:31][CH:32]3[CH2:37][CH2:36][O:35][CH2:34][CH2:33]3)[C:27]=2[C:26]2[CH:25]=[CH:24][CH:23]=[CH:22][C:21]=2[N:20]=1. (3) Given the reactants [F:1][C:2]([F:31])([F:30])[CH2:3][NH:4][C:5]([C:7]1([CH2:20][CH2:21][CH2:22][CH2:23][N:24]2[CH2:29][CH2:28][NH:27][CH2:26][CH2:25]2)[C:19]2[CH:18]=[CH:17][CH:16]=[CH:15][C:14]=2[C:13]2[C:8]1=[CH:9][CH:10]=[CH:11][CH:12]=2)=[O:6].[CH:32]1([CH2:38][C:39](Cl)=[O:40])[CH2:37][CH2:36][CH2:35][CH2:34][CH2:33]1, predict the reaction product. The product is: [F:31][C:2]([F:30])([F:1])[CH2:3][NH:4][C:5]([C:7]1([CH2:20][CH2:21][CH2:22][CH2:23][N:24]2[CH2:25][CH2:26][N:27]([C:39](=[O:40])[CH2:38][CH:32]3[CH2:37][CH2:36][CH2:35][CH2:34][CH2:33]3)[CH2:28][CH2:29]2)[C:8]2[CH:9]=[CH:10][CH:11]=[CH:12][C:13]=2[C:14]2[C:19]1=[CH:18][CH:17]=[CH:16][CH:15]=2)=[O:6]. (4) Given the reactants [C:1](=[O:21])(OC1C=CC([N+]([O-])=O)=CC=1)[O:2][CH2:3][C:4]1[C:5]([CH3:10])=[N:6][CH:7]=[CH:8][CH:9]=1.CCN(C(C)C)C(C)C.[NH:31]1[CH2:36][CH2:35][O:34][CH2:33][CH2:32]1, predict the reaction product. The product is: [N:31]1([C:1]([O:2][CH2:3][C:4]2[C:5]([CH3:10])=[N:6][CH:7]=[CH:8][CH:9]=2)=[O:21])[CH2:36][CH2:35][O:34][CH2:33][CH2:32]1. (5) Given the reactants [N:1]1[CH:6]=[CH:5][CH:4]=[CH:3][C:2]=1[C:7]([NH:9][NH2:10])=[O:8].C(Cl)(=O)[C:12]([O:14][CH2:15][CH3:16])=[O:13].C(N(CC)CC)C, predict the reaction product. The product is: [N:1]1[CH:6]=[CH:5][CH:4]=[CH:3][C:2]=1[C:7]([NH:9][NH:10][C:12](=[O:13])[O:14][CH2:15][CH3:16])=[O:8]. (6) Given the reactants [CH3:1][S:2]([NH2:5])(=[O:4])=[O:3].[CH:6]1(P(C2CCCCC2)C2C=CC=CC=2C2C(C(C)C)=CC(C(C)C)=CC=2C(C)C)CCCCC1.C(=O)([O-])[O-].[Cs+].[Cs+].Cl[C:47]1[CH:52]=[C:51]([O:53][CH:54]2COC(C3C=CC=CC=3)O[CH2:55]2)[N:50]=[C:49]([S:66][CH2:67][C:68]2[CH:73]=[CH:72][CH:71]=[C:70]([F:74])[C:69]=2[F:75])[N:48]=1.[O:76]1[CH2:81][CH2:80][O:79][CH2:78][CH2:77]1, predict the reaction product. The product is: [F:75][C:69]1[C:70]([F:74])=[CH:71][CH:72]=[CH:73][C:68]=1[CH2:67][S:66][C:49]1[N:48]=[C:47]([NH:5][S:2]([CH3:1])(=[O:4])=[O:3])[CH:52]=[C:51]([O:53][C@@H:54]([C@H:81]2[CH2:80][O:79][C:78]([CH3:77])([CH3:6])[O:76]2)[CH3:55])[N:50]=1.